From a dataset of Drug-target binding data from BindingDB using Ki measurements. Regression. Given a target protein amino acid sequence and a drug SMILES string, predict the binding affinity score between them. We predict pKi (pKi = -log10(Ki in M); higher means stronger inhibition). Dataset: bindingdb_ki. (1) The small molecule is C=CC[C@H](NC(=O)[C@H](Cc1ccccc1)NS(=O)(=O)N1CCOCC1)C(=O)N[C@@H](CC1CCCCC1)[C@@H](O)C(F)(F)C(=O)NCCN1CCOCC1. The target protein (P0DJD9) has sequence MKWLLLLGLVALSECIMYKVPLIRKKSLRRTLSERGLLKDFLKKHNLNPARKYFPQWEAPTLVDEQPLENYLDMEYFGTIGIGTPAQDFTVVFDTGSSNLWVPSVYCSSLACTNHNRFNPEDSSTYQSTSETVSITYGTGSMTGILGYDTVQVGGISDTNQIFGLSETEPGSFLYYAPFDGILGLAYPSISSSGATPVFDNIWNQGLVSQDLFSVYLSADDKSGSVVIFGGIDSSYYTGSLNWVPVTVEGYWQITVDSITMNGETIACAEGCQAIVDTGTSLLTGPTSPIANIQSDIGASENSDGDMVVSCSAISSLPDIVFTINGVQYPVPPSAYILQSEGSCISGFQGMNVPTESGELWILGDVFIRQYFTVFDRANNQVGLAPVA. The pKi is 5.9. (2) The target protein (P20618) has sequence MLSSTAMYSAPGRDLGMEPHRAAGPLQLRFSPYVFNGGTILAIAGEDFAIVASDTRLSEGFSIHTRDSPKCYKLTDKTVIGCSGFHGDCLTLTKIIEARLKMYKHSNNKAMTTGAIAAMLSTILYSRRFFPYYVYNIIGGLDEEGKGAVYSFDPVGSYQRDSFKAGGSASAMLQPLLDNQVGFKNMQNVEHVPLSLDRAMRLVKDVFISAAERDVYTGDALRICIVTKEGIREETVSLRKD. The pKi is 3.5. The small molecule is COC[C@H](NC(=O)[C@H](CC(=O)NCC(C)(C)C)NS(=O)(=O)c1ccc(C)cc1)C(=O)N[C@@H](CC(C)C)C(=O)c1nnc(-c2ccc(N(C)C)cc2)o1. (3) The compound is CCNc1cc(-c2ccc(-n3ccc4ccncc43)nc2)ccn1. The target protein (P10636) has sequence MAEPRQEFEVMEDHAGTYGLGDRKDQGGYTMHQDQEGDTDAGLKESPLQTPTEDGSEEPGSETSDAKSTPTAEDVTAPLVDEGAPGKQAAAQPHTEIPEGTTAEEAGIGDTPSLEDEAAGHVTQEPESGKVVQEGFLREPGPPGLSHQLMSGMPGAPLLPEGPREATRQPSGTGPEDTEGGRHAPELLKHQLLGDLHQEGPPLKGAGGKERPGSKEEVDEDRDVDESSPQDSPPSKASPAQDGRPPQTAAREATSIPGFPAEGAIPLPVDFLSKVSTEIPASEPDGPSVGRAKGQDAPLEFTFHVEITPNVQKEQAHSEEHLGRAAFPGAPGEGPEARGPSLGEDTKEADLPEPSEKQPAAAPRGKPVSRVPQLKARMVSKSKDGTGSDDKKAKTSTRSSAKTLKNRPCLSPKHPTPGSSDPLIQPSSPAVCPEPPSSPKYVSSVTSRTGSSGAKEMKLKGADGKTKIATPRGAAPPGQKGQANATRIPAKTPPAPKTPP.... The pKi is 8.8. (4) The compound is COC(=O)[C@H](CC(C)C)NC(=O)[C@@H](NC(=O)[C@H](Cc1ccccc1)NC(=O)C[C@H](O)[C@H](CC(C)C)NC(=O)[C@H](C)NC(=O)[C@H](C)NC(=O)[C@H](Cc1ccccc1)NC(=O)OC(C)(C)C)C(C)C. The target protein (P20142) has sequence MKWMVVVLVCLQLLEAAVVKVPLKKFKSIRETMKEKGLLGEFLRTHKYDPAWKYRFGDLSVTYEPMAYMDAAYFGEISIGTPPQNFLVLFDTGSSNLWVPSVYCQSQACTSHSRFNPSESSTYSTNGQTFSLQYGSGSLTGFFGYDTLTVQSIQVPNQEFGLSENEPGTNFVYAQFDGIMGLAYPALSVDEATTAMQGMVQEGALTSPVFSVYLSNQQGSSGGAVVFGGVDSSLYTGQIYWAPVTQELYWQIGIEEFLIGGQASGWCSEGCQAIVDTGTSLLTVPQQYMSALLQATGAQEDEYGQFLVNCNSIQNLPSLTFIINGVEFPLPPSSYILSNNGYCTVGVEPTYLSSQNGQPLWILGDVFLRSYYSVYDLGNNRVGFATAA. The pKi is 7.3. (5) The small molecule is NS(=O)(=O)c1ccc(C(=O)O)cc1. The target protein sequence is MEVDVVPNTKNYWQSSMCPVNVHWHLGTEHYSVGEYDENGSGPNGNVGVPYRRTLAEGEVQDGFRCHHYDPDDEAYTRPYEWKHCIGMEVGETYEVHWPHSGAGACGTTYQYQTPFYDGVFCNLDMETLQTLAPQDIANAVGVQGQIFTIVNDDTYYYPDLIRGWIVDEEMGMGQDIAMYTGSTTGESRSNEICSSYSPITWQVDRKCHKISASSFDKLCYDMKMQRDDMSDDLYAHGSRELVTPEYVANNQQTRRLTEKHEHNHSHGHSHVRGHQHHQWF. The pKi is 6.1. (6) The small molecule is CCC[C@H]1c2ccccc2C=NN1C(=O)/C=C/c1cc(Cc2cnc(N)nc2N)cc(OC)c1OC. The target protein (P0A017) has sequence MTLSILVAHDLQRVIGFENQLPWHLPNDLKHVKKLSTGHTLVMGRKTFESIGKPLPNRRNVVLTSDTSFNVEGVDVIHSIEDIYQLPGHVFIFGGQTLFEEMIDKVDDMYITVIEGKFRGDTFFPPYTFEDWEVASSVEGKLDEKNTIPHTFLHLIRKK. The pKi is 9.0. (7) The compound is CCOc1ccc(C[C@H]2NC(=O)CC3(CCCCC3)SCSC[C@H](C(=O)O)NC(=O)[C@@H](CC(N)=O)NC(=O)[C@H](C(C)C)NC(=O)[C@@H](Cc3ccccc3)NC2=O)cc1. The target protein (P32307) has sequence MLRATTSAVPRALSWPAAPGNGSEREPLDDRDPLLARVELALLSTVFVAVALSNGLVLGALVRRGRRGRWAPMHVFIGHLCLADLAVALFQVLPQLAWDATYRFRGPDALCRAVKYLQMVGMYASSYMILAMTLDRHRAICRPMLAYRHGGGARWNRPVLVAWAFSLLLSLPQLFIFAQRDVGDGSGVLDCWASFAEPWGLRAYVTWIALMVFVAPALGIAACQVLIFREIHTSLVPGPAERAGGHRGGRRAGSPREGARVSAAMAKTARMTLVIVAVYVLCWAPFFLVQLWSVWDPKAPREGPPFVLLMLLASLNSCTNPWIYASFSSSISSELRSLLCCPRRRTPPSLRPQEESCATASSFSARDTSS. The pKi is 6.3. (8) The compound is CC(C)CCN([C@H](CO)CCCCNC(=S)N(Cc1ccc(F)cc1)Cc1ccc2c(c1)OCCO2)S(=O)(=O)c1ccc(N)cc1. The target protein sequence is PQITLWQRPLVTIKIGGQLKEALLDTGADDTVLEEMSLPGRWKPKMIGGIGGFIKVRQYDQILIEICGHKAIGTVLVGPTPVNIIGRNLLTQIGCTLNF. The pKi is 8.0. (9) The compound is Nc1ncnc2c1ncn2C1O[C@H](COP(=O)(O)OP(=O)(O)OP(=O)(O)OC[C@@H]2O[C@@H](O)[C@@H](O)[C@H](O)[C@H]2O)[C@@H](O)[C@H]1O. The target protein (P27881) has sequence MIASHMIACLFTELNQNQVQKVDQFLYHMRLSDETLLEISRRFRKEMEKGLGATTHPTAAVKMLPTFVRSTPDGTEHGEFLALDLGGTNFRVLRVRVTDNGLQRVEMENQIYAIPEDIMRGSGTQLFDHIAECLANFMDKLQIKEKKLPLGFTFSFPCHQTKLDESFLVSWTKGFKSSGVEGRDVVDLIRKAIQRRGDFDIDIVAVVNDTVGTMMTCGYDDQNCEIGLIVGTGSNACYMEEMRHIDMVEGDEGRMCINMEWGAFGDDGTLNDIRTEFDREIDMGSLNPGKQLFEKMISGMYMGELVRLILVKMAKAELLFQGKLSPELLTTGSFETKDVSDIEEDKDGIEKAYQILMRLGLNPLQEDCVATHRICQIVSTRSASLCAATLAAVLWRIKENKGEERLRSTIGVDGSVYKKHPHFAKRLHKAVRRLVPDCDVRFLRSEDGSGKGAAMVTAVAYRLADQHRARQKTLESLKLSHEQLLEVKRRMKVEMEQGLS.... The pKi is 2.7.